Task: Predict which catalyst facilitates the given reaction.. Dataset: Catalyst prediction with 721,799 reactions and 888 catalyst types from USPTO (1) Reactant: [F:1][C:2]1[CH:11]=[CH:10][C:9]([F:12])=[CH:8][C:3]=1[C:4]([NH:6][NH2:7])=[O:5].[C:13]([C:16]1[CH:21]=[CH:20][CH:19]=[CH:18][CH:17]=1)(=O)[CH3:14]. Product: [F:1][C:2]1[CH:11]=[CH:10][C:9]([F:12])=[CH:8][C:3]=1[C:4]([NH:6]/[N:7]=[C:13](/[C:16]1[CH:21]=[CH:20][CH:19]=[CH:18][CH:17]=1)\[CH3:14])=[O:5]. The catalyst class is: 25. (2) Reactant: [F:1][C:2]1[CH:7]=[CH:6][C:5]([F:8])=[CH:4][C:3]=1[CH:9]([S:13]([C:16]1[CH:21]=[CH:20][C:19]([CH3:22])=[CH:18][CH:17]=1)(=[O:15])=[O:14])[NH:10][CH:11]=O.P(Cl)(Cl)(Cl)=O.N1C(C)=CC=CC=1C.C(=O)(O)[O-].[Na+]. Product: [C:19]1([CH3:22])[CH:18]=[CH:17][C:16]([S:13]([CH:9]([N+:10]#[C-:11])[C:3]2[CH:4]=[C:5]([F:8])[CH:6]=[CH:7][C:2]=2[F:1])(=[O:15])=[O:14])=[CH:21][CH:20]=1. The catalyst class is: 362. (3) Reactant: [C:1]([C:5]1[N:9]([CH2:10][CH:11]2[CH2:16][CH2:15][C:14]([F:18])([F:17])[CH2:13][CH2:12]2)[C:8]2[CH:19]=[CH:20][C:21]([S:23](Cl)(=[O:25])=[O:24])=[CH:22][C:7]=2[N:6]=1)([CH3:4])([CH3:3])[CH3:2].C(N(CC)C(C)C)(C)C.[C:36]([NH:39][C@@H:40]1[CH2:44][CH2:43][NH:42][CH2:41]1)(=[O:38])[CH3:37]. Product: [C:1]([C:5]1[N:9]([CH2:10][CH:11]2[CH2:16][CH2:15][C:14]([F:18])([F:17])[CH2:13][CH2:12]2)[C:8]2[CH:19]=[CH:20][C:21]([S:23]([N:42]3[CH2:43][CH2:44][C@@H:40]([NH:39][C:36](=[O:38])[CH3:37])[CH2:41]3)(=[O:25])=[O:24])=[CH:22][C:7]=2[N:6]=1)([CH3:4])([CH3:3])[CH3:2]. The catalyst class is: 2. (4) Product: [F:17][C:18]1[CH:25]=[CH:24][C:21]([N:22]([CH2:2][C:3]2[CH:4]=[C:5]([CH:8]=[CH:9][CH:10]=2)[CH:6]=[O:7])[CH3:23])=[CH:20][CH:19]=1. The catalyst class is: 23. Reactant: Cl[CH2:2][C:3]1[CH:4]=[C:5]([CH:8]=[CH:9][CH:10]=1)[CH:6]=[O:7].C([O-])([O-])=O.[K+].[K+].[F:17][C:18]1[CH:25]=[CH:24][C:21]([NH:22][CH3:23])=[CH:20][CH:19]=1. (5) Reactant: [OH-].[K+].[C:3]([C:5]1[C:10](=[O:11])[NH:9][C:8]([CH3:12])=[C:7]([C:13]([O:15]CC)=[O:14])[CH:6]=1)#[N:4]. Product: [C:3]([C:5]1[C:10](=[O:11])[NH:9][C:8]([CH3:12])=[C:7]([C:13]([OH:15])=[O:14])[CH:6]=1)#[N:4]. The catalyst class is: 14. (6) Reactant: [CH3:1][O-:2].[Na+].CO.CS([C:10]1[CH:15]=[C:14]([C:16]2[CH:21]=[CH:20][C:19]([C:22]([F:25])([F:24])[F:23])=[CH:18][N:17]=2)[N:13]2[N:26]=[CH:27][N:28]=[C:12]2[N:11]=1)(=O)=O. Product: [CH3:1][O:2][C:10]1[CH:15]=[C:14]([C:16]2[CH:21]=[CH:20][C:19]([C:22]([F:25])([F:24])[F:23])=[CH:18][N:17]=2)[N:13]2[N:26]=[CH:27][N:28]=[C:12]2[N:11]=1. The catalyst class is: 6.